From a dataset of Forward reaction prediction with 1.9M reactions from USPTO patents (1976-2016). Predict the product of the given reaction. (1) Given the reactants FC(F)(F)C(O)=O.C(O[C:13](=O)[N:14]([CH2:16][CH2:17][C@@H:18]([O:26][C:27]1[CH:32]=[CH:31][C:30]([Cl:33])=[CH:29][C:28]=1[Cl:34])[CH2:19][N:20]1[CH2:25][CH2:24][O:23][CH2:22][CH2:21]1)C)(C)(C)C.C1(OC)C=CC=CC=1, predict the reaction product. The product is: [Cl:34][C:28]1[CH:29]=[C:30]([Cl:33])[CH:31]=[CH:32][C:27]=1[O:26][C@@H:18]([CH2:19][N:20]1[CH2:25][CH2:24][O:23][CH2:22][CH2:21]1)[CH2:17][CH2:16][NH:14][CH3:13]. (2) Given the reactants CC(C)([O-])C.[K+].CO[C:9](=[O:22])[C:10]([C:12]1[C:20]2[C:15](=[CH:16][CH:17]=[CH:18][CH:19]=2)[N:14]([CH3:21])[CH:13]=1)=O.[Cl:23][C:24]1[C:25]([CH2:38][C:39]([NH2:41])=[O:40])=[CH:26][C:27]2[C:32]([CH:33]=1)=[CH:31][CH:30]=[CH:29][C:28]=2[CH2:34][N:35]([CH3:37])[CH3:36].[NH4+].[Cl-], predict the reaction product. The product is: [Cl:23][C:24]1[C:25]([C:38]2[C:39](=[O:40])[NH:41][C:9](=[O:22])[C:10]=2[C:12]2[C:20]3[C:15](=[CH:16][CH:17]=[CH:18][CH:19]=3)[N:14]([CH3:21])[CH:13]=2)=[CH:26][C:27]2[C:32]([CH:33]=1)=[CH:31][CH:30]=[CH:29][C:28]=2[CH2:34][N:35]([CH3:36])[CH3:37]. (3) Given the reactants CN(C)[C:3](=[N:5][C:6](=[NH:9])[S:7][CH3:8])[CH3:4].[CH2:11]([O:13][C:14](=[O:19])[CH2:15][C:16](Cl)=[O:17])[CH3:12].C(N(CC)CC)C, predict the reaction product. The product is: [CH2:11]([O:13][C:14]([C:15]1[C:16]([OH:17])=[N:9][C:6]([S:7][CH3:8])=[N:5][C:3]=1[CH3:4])=[O:19])[CH3:12]. (4) Given the reactants Br[C:2]1[CH:3]=[C:4]2[C:9]([NH:10][C@@H:11]3[CH2:24][C@@H:14]4[CH2:15][N:16]([C:18](=[O:23])[C:19]([OH:22])([CH3:21])[CH3:20])[CH2:17][C@@H:13]4[C@H:12]3[CH3:25])=[C:8]([C:26]([NH2:28])=[O:27])[CH:7]=[N:6][N:5]2[CH:29]=1.[CH3:30][NH:31][C:32](=[O:48])[C:33]1[CH:38]=[CH:37][C:36](B2OC(C)(C)C(C)(C)O2)=[CH:35][N:34]=1.[O-]P([O-])([O-])=O.[K+].[K+].[K+], predict the reaction product. The product is: [OH:22][C:19]([CH3:20])([CH3:21])[C:18]([N:16]1[CH2:17][C@@H:13]2[C@@H:12]([CH3:25])[C@H:11]([NH:10][C:9]3[C:4]4[N:5]([CH:29]=[C:2]([C:36]5[CH:35]=[N:34][C:33]([C:32](=[O:48])[NH:31][CH3:30])=[CH:38][CH:37]=5)[CH:3]=4)[N:6]=[CH:7][C:8]=3[C:26]([NH2:28])=[O:27])[CH2:24][C@@H:14]2[CH2:15]1)=[O:23]. (5) Given the reactants [Br:1][C:2]1[CH:3]=[C:4]2[C:9](=[CH:10][CH:11]=1)[C:8](=[O:12])[N:7]([CH2:13][CH:14]([CH3:16])[CH3:15])[C:6]([CH2:17]Cl)=[C:5]2[C:19]1[CH:24]=[CH:23][CH:22]=[CH:21][CH:20]=1.[NH3:25], predict the reaction product. The product is: [NH2:25][CH2:17][C:6]1[N:7]([CH2:13][CH:14]([CH3:16])[CH3:15])[C:8](=[O:12])[C:9]2[C:4]([C:5]=1[C:19]1[CH:24]=[CH:23][CH:22]=[CH:21][CH:20]=1)=[CH:3][C:2]([Br:1])=[CH:11][CH:10]=2. (6) Given the reactants N(C(OC(C)(C)C)=O)=NC(OC(C)(C)C)=O.C(P(CCCC)CCCC)CCC.[Cl:30][C:31]1[C:39]([F:40])=[CH:38][CH:37]=[C:36]2[C:32]=1[CH2:33][CH2:34][N:35]2[C@@H:41]([CH2:51][CH2:52]O)[C:42]([NH:44][C:45]1[CH:50]=[CH:49][CH:48]=[CH:47][CH:46]=1)=[O:43], predict the reaction product. The product is: [Cl:30][C:31]1[C:39]([F:40])=[CH:38][CH:37]=[C:36]2[C:32]=1[CH2:33][CH2:34][N:35]2[C@H:41]1[CH2:51][CH2:52][N:44]([C:45]2[CH:50]=[CH:49][CH:48]=[CH:47][CH:46]=2)[C:42]1=[O:43]. (7) Given the reactants [Br:1][C:2]1[CH:3]=[C:4]([CH:7]=[C:8]([O:12][CH3:13])[C:9]=1[O:10][CH3:11])[CH:5]=[O:6].C[Mg+].[Br-].[CH3:17]COC(C)=O, predict the reaction product. The product is: [Br:1][C:2]1[CH:3]=[C:4]([CH:5]([OH:6])[CH3:17])[CH:7]=[C:8]([O:12][CH3:13])[C:9]=1[O:10][CH3:11]. (8) Given the reactants C(OC(=O)[NH:7][C:8]1[CH:13]=[C:12]([N:14]([CH3:18])[CH2:15][CH2:16][CH3:17])[C:11]([Cl:19])=[CH:10][C:9]=1[NH:20][C:21](=[O:44])[CH2:22][C:23](=O)[C:24]1[CH:29]=[CH:28][CH:27]=[C:26]([N:30]2[C:34]([CH2:35][O:36]C3CCCCO3)=[CH:33][N:32]=[N:31]2)[CH:25]=1)(C)(C)C.C(O)(C(F)(F)F)=O, predict the reaction product. The product is: [Cl:19][C:11]1[C:12]([N:14]([CH3:18])[CH2:15][CH2:16][CH3:17])=[CH:13][C:8]2[N:7]=[C:23]([C:24]3[CH:29]=[CH:28][CH:27]=[C:26]([N:30]4[C:34]([CH2:35][OH:36])=[CH:33][N:32]=[N:31]4)[CH:25]=3)[CH2:22][C:21](=[O:44])[NH:20][C:9]=2[CH:10]=1. (9) Given the reactants Br[C:2]1[C:3]2[N:4]([CH:9]=[CH:10][N:11]=2)[N:5]=[C:6]([Cl:8])[CH:7]=1.[CH3:12][O:13][C:14]1[CH:15]=[CH:16][C:17]([NH2:22])=[N:18][C:19]=1[O:20][CH3:21].[H-].[Na+], predict the reaction product. The product is: [Cl:8][C:6]1[CH:7]=[C:2]([NH:22][C:17]2[CH:16]=[CH:15][C:14]([O:13][CH3:12])=[C:19]([O:20][CH3:21])[N:18]=2)[C:3]2[N:4]([CH:9]=[CH:10][N:11]=2)[N:5]=1.